Dataset: TCR-epitope binding with 47,182 pairs between 192 epitopes and 23,139 TCRs. Task: Binary Classification. Given a T-cell receptor sequence (or CDR3 region) and an epitope sequence, predict whether binding occurs between them. The epitope is VVYRGTTTY. The TCR CDR3 sequence is CASSPRGTTEAFF. Result: 0 (the TCR does not bind to the epitope).